From a dataset of Full USPTO retrosynthesis dataset with 1.9M reactions from patents (1976-2016). Predict the reactants needed to synthesize the given product. (1) Given the product [N:8]1([CH2:7][C:6]([OH:17])=[O:5])[C:16]2[CH:15]=[CH:14][N:13]=[CH:12][C:11]=2[CH:10]=[CH:9]1, predict the reactants needed to synthesize it. The reactants are: C([O:5][C:6](=[O:17])[CH2:7][N:8]1[C:16]2[CH:15]=[CH:14][N:13]=[CH:12][C:11]=2[CH:10]=[CH:9]1)(C)(C)C.FC(F)(F)C(O)=O. (2) Given the product [CH2:13]([O:20][C:21]1[CH:22]=[CH:23][C:24]([OH:44])=[C:25]([C:27]2([CH2:2][OH:1])[C:35]3[C:30](=[CH:31][CH:32]=[CH:33][CH:34]=3)[N:29]([CH2:36][C:37]3[S:38][C:39]([Cl:42])=[CH:40][CH:41]=3)[C:28]2=[O:43])[CH:26]=1)[C:14]1[CH:19]=[CH:18][CH:17]=[CH:16][CH:15]=1, predict the reactants needed to synthesize it. The reactants are: [OH:1][CH2:2]C1C2C(=CC=CC=2)NC1=O.[CH2:13]([O:20][C:21]1[CH:22]=[CH:23][C:24]([OH:44])=[C:25]([CH:27]2[C:35]3[C:30](=[CH:31][CH:32]=[CH:33][CH:34]=3)[N:29]([CH2:36][C:37]3[S:38][C:39]([Cl:42])=[CH:40][CH:41]=3)[C:28]2=[O:43])[CH:26]=1)[C:14]1[CH:19]=[CH:18][CH:17]=[CH:16][CH:15]=1.C=O.[OH-].[Na+]. (3) Given the product [CH2:12]([C:11]1[N:10]([CH3:19])[N:9]=[C:8]([CH3:20])[C:7]=1[C:5]([OH:6])=[O:4])[C:13]1[CH:18]=[CH:17][CH:16]=[CH:15][CH:14]=1, predict the reactants needed to synthesize it. The reactants are: [OH-].[Na+].C[O:4][C:5]([C:7]1[C:8]([CH3:20])=[N:9][N:10]([CH3:19])[C:11]=1[CH2:12][C:13]1[CH:18]=[CH:17][CH:16]=[CH:15][CH:14]=1)=[O:6]. (4) Given the product [NH:1]1[CH:5]=[C:4]([C:6]2[CH:32]=[CH:31][CH:30]=[CH:29][C:7]=2[O:8][CH2:9][CH2:10][C:11]2[CH:16]=[CH:15][C:14]([NH:17][C:18](=[O:27])[CH:19]([NH:26][C:39](=[O:41])[CH3:40])[CH:20]3[CH2:21][CH2:22][O:23][CH2:24][CH2:25]3)=[CH:13][C:12]=2[Cl:28])[N:3]=[CH:2]1, predict the reactants needed to synthesize it. The reactants are: [NH:1]1[CH:5]=[C:4]([C:6]2[CH:32]=[CH:31][CH:30]=[CH:29][C:7]=2[O:8][CH2:9][CH2:10][C:11]2[CH:16]=[CH:15][C:14]([NH:17][C:18](=[O:27])[CH:19]([NH2:26])[CH:20]3[CH2:25][CH2:24][O:23][CH2:22][CH2:21]3)=[CH:13][C:12]=2[Cl:28])[N:3]=[CH:2]1.N1C=CC=CC=1.[C:39](Cl)(=[O:41])[CH3:40].